Dataset: NCI-60 drug combinations with 297,098 pairs across 59 cell lines. Task: Regression. Given two drug SMILES strings and cell line genomic features, predict the synergy score measuring deviation from expected non-interaction effect. (1) Drug 1: CNC(=O)C1=CC=CC=C1SC2=CC3=C(C=C2)C(=NN3)C=CC4=CC=CC=N4. Drug 2: CC1=CC2C(CCC3(C2CCC3(C(=O)C)OC(=O)C)C)C4(C1=CC(=O)CC4)C. Cell line: MDA-MB-435. Synergy scores: CSS=-4.59, Synergy_ZIP=1.92, Synergy_Bliss=-1.25, Synergy_Loewe=-13.2, Synergy_HSA=-6.30. (2) Drug 1: C1=CC=C(C(=C1)C(C2=CC=C(C=C2)Cl)C(Cl)Cl)Cl. Drug 2: CN1C2=C(C=C(C=C2)N(CCCl)CCCl)N=C1CCCC(=O)O.Cl. Cell line: OVCAR3. Synergy scores: CSS=6.47, Synergy_ZIP=1.40, Synergy_Bliss=6.87, Synergy_Loewe=5.32, Synergy_HSA=4.10. (3) Drug 1: CC(CN1CC(=O)NC(=O)C1)N2CC(=O)NC(=O)C2. Drug 2: CC1CCC2CC(C(=CC=CC=CC(CC(C(=O)C(C(C(=CC(C(=O)CC(OC(=O)C3CCCCN3C(=O)C(=O)C1(O2)O)C(C)CC4CCC(C(C4)OC)OCCO)C)C)O)OC)C)C)C)OC. Cell line: HL-60(TB). Synergy scores: CSS=69.4, Synergy_ZIP=5.63, Synergy_Bliss=10.2, Synergy_Loewe=9.32, Synergy_HSA=10.2.